This data is from Full USPTO retrosynthesis dataset with 1.9M reactions from patents (1976-2016). The task is: Predict the reactants needed to synthesize the given product. (1) Given the product [CH2:22]([O:21][C:19]([N:11]([CH2:10][C:8]1[CH:7]=[CH:6][CH:5]=[C:4]([Br:3])[N:9]=1)[CH2:12][C:13]([O:15][CH2:16][CH3:17])=[O:14])=[O:20])[C:23]1[CH:28]=[CH:27][CH:26]=[CH:25][CH:24]=1, predict the reactants needed to synthesize it. The reactants are: [H-].[Na+].[Br:3][C:4]1[N:9]=[C:8]([CH2:10][NH:11][CH2:12][C:13]([O:15][CH2:16][CH3:17])=[O:14])[CH:7]=[CH:6][CH:5]=1.Cl[C:19]([O:21][CH2:22][C:23]1[CH:28]=[CH:27][CH:26]=[CH:25][CH:24]=1)=[O:20]. (2) The reactants are: [OH:1][C:2]1[CH:3]=[C:4]([CH:9]=[CH:10][C:11]=1[I:12])[C:5]([O:7][CH3:8])=[O:6].[CH2:13](Br)[CH:14]=[CH2:15].[H-].[Na+]. Given the product [CH2:15]([O:1][C:2]1[CH:3]=[C:4]([CH:9]=[CH:10][C:11]=1[I:12])[C:5]([O:7][CH3:8])=[O:6])[CH:14]=[CH2:13], predict the reactants needed to synthesize it. (3) The reactants are: [Br:1][C:2]1[CH:7]=[CH:6][C:5]([NH:8][C:9]2[C:10]([C:26]([OH:28])=O)=[CH:11][C:12]3[N:16]([CH2:17][CH:18]4[CH2:23][CH2:22][CH2:21][CH2:20][O:19]4)[CH:15]=[N:14][C:13]=3[C:24]=2[F:25])=[C:4]([Cl:29])[CH:3]=1.COC(C1C(NC2C=CC(Br)=CC=2Cl)=C(F)C2[N:38]=CN(CC3CCCCO3)C=2C=1)=O.O1[CH2:64][CH2:63]CC1.[OH2:65].[Li+].[OH-:67]. Given the product [OH:65][CH2:63][CH2:64][O:67][NH:38][C:26]([C:10]1[C:9]([NH:8][C:5]2[CH:6]=[CH:7][C:2]([Br:1])=[CH:3][C:4]=2[Cl:29])=[C:24]([F:25])[C:13]2[N:14]=[CH:15][N:16]([CH2:17][CH:18]3[CH2:23][CH2:22][CH2:21][CH2:20][O:19]3)[C:12]=2[CH:11]=1)=[O:28], predict the reactants needed to synthesize it. (4) Given the product [CH3:1][N:2](/[CH:3]=[N:4]/[C:5]1[C:6]2[CH:13]=[CH:12][N:11]([C:23]3[CH2:28][CH2:27][N:26]([C:29]([O:31][C:32]([CH3:35])([CH3:34])[CH3:33])=[O:30])[CH2:25][CH:24]=3)[C:7]=2[N:8]=[CH:9][N:10]=1)[CH3:14], predict the reactants needed to synthesize it. The reactants are: [CH3:1][N:2]([CH3:14])[CH:3]=[N:4][C:5]1[C:6]2[CH:13]=[CH:12][NH:11][C:7]=2[N:8]=[CH:9][N:10]=1.CC1(C)C(C)(C)OB([C:23]2[CH2:24][CH2:25][N:26]([C:29]([O:31][C:32]([CH3:35])([CH3:34])[CH3:33])=[O:30])[CH2:27][CH:28]=2)O1.N1C=CC=CC=1C1C=CC=CN=1.C(=O)([O-])[O-].[Na+].[Na+].